From a dataset of Forward reaction prediction with 1.9M reactions from USPTO patents (1976-2016). Predict the product of the given reaction. (1) Given the reactants [CH3:1][N:2]1[CH2:6][CH2:5][NH:4][C:3]1=[O:7].C(=O)([O-])[O-].[K+].[K+].[Br:14][C:15]1[CH:16]=[C:17]([CH:20]=[CH:21][CH:22]=1)[CH2:18]Br.O, predict the reaction product. The product is: [Br:14][C:15]1[CH:16]=[C:17]([CH:20]=[CH:21][CH:22]=1)[CH2:18][N:4]1[CH2:5][CH2:6][N:2]([CH3:1])[C:3]1=[O:7]. (2) Given the reactants [CH3:1][C:2]1[CH:15]=[CH:14][C:5]([O:6][C:7]2[CH:12]=[CH:11][C:10]([OH:13])=[CH:9][CH:8]=2)=[C:4]([N+:16]([O-])=O)[CH:3]=1.Cl[Sn]Cl, predict the reaction product. The product is: [NH2:16][C:4]1[CH:3]=[C:2]([CH3:1])[CH:15]=[CH:14][C:5]=1[O:6][C:7]1[CH:8]=[CH:9][C:10]([OH:13])=[CH:11][CH:12]=1. (3) Given the reactants ClC1C(C(OC)=O)=CC=C2C=1C=CN2.[NH2:15][C:16]1[C:25]([CH2:26][CH2:27][CH2:28][O:29][CH3:30])=[CH:24][C:19]([C:20]([O:22][CH3:23])=[O:21])=[C:18]([Cl:31])[C:17]=1[C:32]#[CH:33], predict the reaction product. The product is: [Cl:31][C:18]1[C:19]([C:20]([O:22][CH3:23])=[O:21])=[CH:24][C:25]([CH2:26][CH2:27][CH2:28][O:29][CH3:30])=[C:16]2[C:17]=1[CH:32]=[CH:33][NH:15]2. (4) Given the reactants [CH3:1][C:2](C)([O-])[CH3:3].[K+].[C:7](=[N:20][CH:21]1[CH2:25][CH2:24][N:23]([CH3:26])[C:22]1=[O:27])([C:14]1[CH:19]=[CH:18][CH:17]=[CH:16][CH:15]=1)[C:8]1[CH:13]=[CH:12][CH:11]=[CH:10][CH:9]=1.C(Br)C#C, predict the reaction product. The product is: [C:7](=[N:20][C:21]1([CH2:3][C:2]#[CH:1])[CH2:25][CH2:24][N:23]([CH3:26])[C:22]1=[O:27])([C:14]1[CH:19]=[CH:18][CH:17]=[CH:16][CH:15]=1)[C:8]1[CH:13]=[CH:12][CH:11]=[CH:10][CH:9]=1. (5) The product is: [CH:1]1([C:7]2[N:12]3[N:13]=[C:14]([NH:16][C:21]4[CH:26]=[CH:25][C:24]([N:27]5[CH:31]=[C:30]([CH3:32])[N:29]=[CH:28]5)=[C:23]([O:33][CH3:34])[CH:22]=4)[N:15]=[C:11]3[C:10]([CH2:17][O:18][CH3:19])=[CH:9][N:8]=2)[CH2:2][CH2:3][CH2:4][CH2:5][CH2:6]1. Given the reactants [CH:1]1([C:7]2[N:12]3[N:13]=[C:14]([NH2:16])[N:15]=[C:11]3[C:10]([CH2:17][O:18][CH3:19])=[CH:9][N:8]=2)[CH2:6][CH2:5][CH2:4][CH2:3][CH2:2]1.Br[C:21]1[CH:26]=[CH:25][C:24]([N:27]2[CH:31]=[C:30]([CH3:32])[N:29]=[CH:28]2)=[C:23]([O:33][CH3:34])[CH:22]=1, predict the reaction product. (6) Given the reactants [CH:1](=O)[CH3:2].[CH3:4][O:5][C:6]1[CH:7]=[C:8]2[C:12](=[CH:13][CH:14]=1)[NH:11][CH:10]=[C:9]2[CH2:15][CH2:16][NH:17][CH2:18][C:19]1[CH:24]=[CH:23][CH:22]=[C:21]([O:25][C:26]2[CH:31]=[CH:30][CH:29]=[CH:28][CH:27]=2)[CH:20]=1.[C:32](O[BH-](OC(=O)C)OC(=O)C)(=O)[CH3:33].[Na+].O.C(#N)C, predict the reaction product. The product is: [CH3:4][O:5][C:6]1[CH:7]=[C:8]2[C:12](=[CH:13][CH:14]=1)[N:11]([CH2:32][CH3:33])[CH:10]=[C:9]2[CH2:15][CH2:16][N:17]([CH2:18][C:19]1[CH:24]=[CH:23][CH:22]=[C:21]([O:25][C:26]2[CH:31]=[CH:30][CH:29]=[CH:28][CH:27]=2)[CH:20]=1)[CH2:1][CH3:2]. (7) Given the reactants Cl.[Cl:2][C:3]1[CH:8]=[CH:7][C:6]([S:9]([N:12]2[CH2:17][CH2:16][NH:15][CH2:14][C@@H:13]2[CH3:18])(=[O:11])=[O:10])=[CH:5][CH:4]=1.C(Cl)CCl.C1C=CC2N(O)N=NC=2C=1.[N:33]1([C:39]2[N:44]=[CH:43][C:42]([C:45](O)=[O:46])=[CH:41][CH:40]=2)[CH2:38][CH2:37][O:36][CH2:35][CH2:34]1.C(N1CCOCC1)C, predict the reaction product. The product is: [Cl:2][C:3]1[CH:4]=[CH:5][C:6]([S:9]([N:12]2[CH2:17][CH2:16][N:15]([C:45]([C:42]3[CH:41]=[CH:40][C:39]([N:33]4[CH2:38][CH2:37][O:36][CH2:35][CH2:34]4)=[N:44][CH:43]=3)=[O:46])[CH2:14][C@@H:13]2[CH3:18])(=[O:10])=[O:11])=[CH:7][CH:8]=1.